From a dataset of Reaction yield outcomes from USPTO patents with 853,638 reactions. Predict the reaction yield, written as a fraction of the theoretical maximum amount of product (1.0 means a 100% yield; for example, 0.34 means a 34% yield). (1) The reactants are [Cl:1][C:2]1[N:7]=[C:6]([NH2:8])[CH:5]=[CH:4][N:3]=1.[H-].[Na+].[Br:11][C:12]1[CH:17]=[C:16](F)[C:15]([N+:19]([O-:21])=[O:20])=[CH:14][C:13]=1[F:22].O. The catalyst is C1COCC1.CO. The product is [Br:11][C:12]1[C:13]([F:22])=[CH:14][C:15]([N+:19]([O-:21])=[O:20])=[C:16]([NH:8][C:6]2[CH:5]=[CH:4][N:3]=[C:2]([Cl:1])[N:7]=2)[CH:17]=1. The yield is 0.560. (2) The reactants are [C:1]([C:5]1[CH:6]=[C:7]([NH2:19])[N:8]([C:10]2[CH:15]=[CH:14][C:13]([N+]([O-])=O)=[CH:12][CH:11]=2)[N:9]=1)([CH3:4])([CH3:3])[CH3:2].[C:20](C1C=CC(NN)=CC=1)#[N:21]. No catalyst specified. The product is [NH2:19][C:7]1[N:8]([C:10]2[CH:15]=[CH:14][C:13]([C:20]#[N:21])=[CH:12][CH:11]=2)[N:9]=[C:5]([C:1]([CH3:4])([CH3:3])[CH3:2])[CH:6]=1. The yield is 0.850. (3) The yield is 0.300. The reactants are [C:1]1([N:7]2[C:12]3[CH:13]=[CH:14][CH:15]=[CH:16][C:11]=3[CH2:10][CH2:9][S:8]2(=[O:18])=[O:17])[CH:6]=[CH:5][CH:4]=[CH:3][CH:2]=1.C([Li])[CH2:20][CH2:21][CH3:22].[Cl:24][CH2:25]CCBr. The catalyst is O1CCCC1.ClCCl. The product is [Cl:24][CH2:25][C:21](=[CH2:20])[CH2:22][CH:9]1[CH2:10][C:11]2[CH:16]=[CH:15][CH:14]=[CH:13][C:12]=2[N:7]([C:1]2[CH:2]=[CH:3][CH:4]=[CH:5][CH:6]=2)[S:8]1(=[O:17])=[O:18]. (4) The reactants are [F:1][C:2]([F:13])([F:12])[O:3][C:4]1[CH:11]=[CH:10][C:7]([CH:8]=O)=[CH:6][CH:5]=1.[NH2:14][C:15]1[N:16]=[N:17][C:18]([CH3:21])=[CH:19][CH:20]=1.C([O:24][C:25](=O)[C:26]([OH:40])=[CH:27][C:28]([C:30]1[CH:35]=[CH:34][C:33]([C:36]([CH3:39])([CH3:38])[CH3:37])=[CH:32][CH:31]=1)=[O:29])C. No catalyst specified. The product is [C:36]([C:33]1[CH:34]=[CH:35][C:30]([C:28]([C:27]2[CH:8]([C:7]3[CH:10]=[CH:11][C:4]([O:3][C:2]([F:13])([F:12])[F:1])=[CH:5][CH:6]=3)[N:14]([C:15]3[N:16]=[N:17][C:18]([CH3:21])=[CH:19][CH:20]=3)[C:25](=[O:24])[C:26]=2[OH:40])=[O:29])=[CH:31][CH:32]=1)([CH3:39])([CH3:37])[CH3:38]. The yield is 0.170. (5) The reactants are [C:1]([OH:4])(=[O:3])[CH3:2].C(N(CC)CC)C.Cl[C:13]1[CH:14]=[C:15]([CH2:20][C:21](=[O:23])[CH3:22])[CH:16]=[CH:17][C:18]=1Cl. No catalyst specified. The product is [O:23]=[C:21]([CH2:20][C:15]1[CH:16]=[CH:17][CH:18]=[CH:13][CH:14]=1)[CH2:22][O:3][C:1](=[O:4])[CH3:2]. The yield is 0.330. (6) The reactants are [Br:1][C:2]1[CH:7]=[CH:6][C:5]([O:8][CH:9]([CH3:12])[CH:10]=[CH2:11])=[C:4]([Cl:13])[C:3]=1[Cl:14].FC(F)(F)C(C)=[O:18].C(=O)(O)[O-].[Na+].OOS([O-])=O.[K+]. The catalyst is O.C(#N)C. The product is [Br:1][C:2]1[CH:7]=[CH:6][C:5]([O:8][CH:9]([CH:10]2[CH2:11][O:18]2)[CH3:12])=[C:4]([Cl:13])[C:3]=1[Cl:14]. The yield is 0.910. (7) The reactants are [Cl:1][C:2]1[C:24]([Cl:25])=[CH:23][CH:22]=[CH:21][C:3]=1[CH2:4][C:5]1[CH:6]=[C:7]2[C:12](=[CH:13][CH:14]=1)[NH:11][CH:10]=[C:9]([C:15]([O:17][CH2:18][CH3:19])=[O:16])[C:8]2=[O:20].[C:26]([O:29][CH2:30][CH2:31]Br)(=[O:28])[CH3:27].C(=O)([O-])[O-].[K+].[K+].[Cl-].[NH4+]. The catalyst is CN(C)C=O. The product is [C:26]([O:29][CH2:30][CH2:31][N:11]1[C:12]2[C:7](=[CH:6][C:5]([CH2:4][C:3]3[CH:21]=[CH:22][CH:23]=[C:24]([Cl:25])[C:2]=3[Cl:1])=[CH:14][CH:13]=2)[C:8](=[O:20])[C:9]([C:15]([O:17][CH2:18][CH3:19])=[O:16])=[CH:10]1)(=[O:28])[CH3:27]. The yield is 0.950. (8) The reactants are [C:1]1([C:7]2[CH:8]=[C:9]3[C:13](=[C:14]([C:16]([NH2:18])=[O:17])[CH:15]=2)[NH:12][CH:11]=[C:10]3[CH2:19][CH:20]2[CH2:25][CH2:24][CH2:23][NH:22][CH2:21]2)[CH:6]=[CH:5][CH:4]=[CH:3][CH:2]=1.CCN(C(C)C)C(C)C.[C:35](Cl)(=[O:37])[CH3:36]. The catalyst is C(Cl)Cl. The product is [C:1]1([C:7]2[CH:8]=[C:9]3[C:13](=[C:14]([C:16]([NH2:18])=[O:17])[CH:15]=2)[NH:12][CH:11]=[C:10]3[CH2:19][CH:20]2[CH2:25][CH2:24][CH2:23][N:22]([C:35](=[O:37])[CH3:36])[CH2:21]2)[CH:2]=[CH:3][CH:4]=[CH:5][CH:6]=1. The yield is 0.150.